This data is from Full USPTO retrosynthesis dataset with 1.9M reactions from patents (1976-2016). The task is: Predict the reactants needed to synthesize the given product. (1) Given the product [CH3:8][C:6]1([CH3:7])[C:2]([CH3:16])([CH3:1])[O:3][B:4]([C:9]2[CH:10]=[C:11]([NH:12][CH2:18][CH2:19][OH:20])[CH:13]=[CH:14][CH:15]=2)[O:5]1, predict the reactants needed to synthesize it. The reactants are: [CH3:1][C:2]1([CH3:16])[C:6]([CH3:8])([CH3:7])[O:5][B:4]([C:9]2[CH:10]=[C:11]([CH:13]=[CH:14][CH:15]=2)[NH2:12])[O:3]1.Br[CH2:18][CH2:19][OH:20].C(N(CC)C(C)C)(C)C. (2) Given the product [CH3:20][CH:18]1[CH2:19][CH:14]([C:5]2[C:4]3[C:8](=[C:9]([C:11]([NH2:13])=[O:12])[CH:10]=[C:2]([C:26]4[CH:27]=[CH:28][S:24][CH:25]=4)[CH:3]=3)[NH:7][CH:6]=2)[CH2:15][CH:16]([CH3:23])[S:17]1(=[O:22])=[O:21], predict the reactants needed to synthesize it. The reactants are: Br[C:2]1[CH:3]=[C:4]2[C:8](=[C:9]([C:11]([NH2:13])=[O:12])[CH:10]=1)[NH:7][CH:6]=[C:5]2[CH:14]1[CH2:19][CH:18]([CH3:20])[S:17](=[O:22])(=[O:21])[CH:16]([CH3:23])[CH2:15]1.[S:24]1[CH:28]=[CH:27][C:26](B(O)O)=[CH:25]1.C(=O)([O-])[O-].[K+].[K+]. (3) Given the product [C:23]([O:25][CH2:26][N:11]([CH:12]([CH2:15][CH3:16])[CH2:13][CH3:14])[S:8]([C:5]1[CH:4]=[CH:3][C:2]([F:1])=[CH:7][CH:6]=1)(=[O:10])=[O:9])(=[O:24])[C:22]1[CH:27]=[CH:28][CH:19]=[N:20][CH:21]=1, predict the reactants needed to synthesize it. The reactants are: [F:1][C:2]1[CH:7]=[CH:6][C:5]([S:8]([NH:11][CH:12]([CH2:15][CH3:16])[CH2:13][CH3:14])(=[O:10])=[O:9])=[CH:4][CH:3]=1.BrC[C:19]1[CH:28]=[CH:27][C:22]([C:23]([O:25][CH3:26])=[O:24])=[CH:21][N:20]=1.C([O-])([O-])=O.[K+].[K+]. (4) The reactants are: F[C:2]1[CH:7]=[CH:6][C:5]([N+:8]([O-:10])=[O:9])=[C:4]([CH3:11])[N:3]=1.[NH:12]1[CH2:17][CH2:16][O:15][CH2:14][CH2:13]1.C(=O)([O-])[O-].[K+].[K+]. Given the product [CH3:11][C:4]1[N:3]=[C:2]([N:12]2[CH2:17][CH2:16][O:15][CH2:14][CH2:13]2)[CH:7]=[CH:6][C:5]=1[N+:8]([O-:10])=[O:9], predict the reactants needed to synthesize it. (5) Given the product [C:43]([CH2:42][C:38]1([N:36]2[CH:37]=[C:33]([C:32]3[C:27]4[CH:26]=[CH:25][NH:24][C:28]=4[N:29]=[CH:30][N:31]=3)[CH:34]=[N:35]2)[CH2:41][N:40]([C:2]2[CH:3]=[CH:4][C:5]([C:8]([NH:10][C@H:11]([CH:13]3[CH2:15][CH2:14]3)[CH3:12])=[O:9])=[N:6][CH:7]=2)[CH2:39]1)#[N:44], predict the reactants needed to synthesize it. The reactants are: Br[C:2]1[CH:3]=[CH:4][C:5]([C:8]([NH:10][C@H:11]([CH:13]2[CH2:15][CH2:14]2)[CH3:12])=[O:9])=[N:6][CH:7]=1.Cl.Cl.C[Si](C)(C)CCOC[N:24]1[C:28]2[N:29]=[CH:30][N:31]=[C:32]([C:33]3[CH:34]=[N:35][N:36]([C:38]4([CH2:42][C:43]#[N:44])[CH2:41][NH:40][CH2:39]4)[CH:37]=3)[C:27]=2[CH:26]=[CH:25]1.